Dataset: Full USPTO retrosynthesis dataset with 1.9M reactions from patents (1976-2016). Task: Predict the reactants needed to synthesize the given product. (1) Given the product [CH3:16][C:15]1[C:10]([NH:9][C:8]2[C:3](=[O:2])[NH:4][CH:5]=[CH:6][CH:7]=2)=[N:11][C:12]([NH:23][C@@H:24]2[CH2:29][CH2:28][CH2:27][NH:26][CH2:25]2)=[N:13][C:14]=1[N:17]1[CH2:22][CH2:21][O:20][CH2:19][CH2:18]1, predict the reactants needed to synthesize it. The reactants are: C[O:2][C:3]1[C:8]([NH:9][C:10]2[C:15]([CH3:16])=[C:14]([N:17]3[CH2:22][CH2:21][O:20][CH2:19][CH2:18]3)[N:13]=[C:12]([NH:23][C@@H:24]3[CH2:29][CH2:28][CH2:27][N:26](C(OC(C)(C)C)=O)[CH2:25]3)[N:11]=2)=[CH:7][CH:6]=[CH:5][N:4]=1.Cl. (2) Given the product [Cl:17][C:7]1[N:6]=[C:5]([CH:3]=[O:2])[CH:10]=[C:9]([N:11]2[CH2:12][CH2:13][O:14][CH2:15][CH2:16]2)[N:8]=1, predict the reactants needed to synthesize it. The reactants are: C[O:2][C:3]([C:5]1[CH:10]=[C:9]([N:11]2[CH2:16][CH2:15][O:14][CH2:13][CH2:12]2)[N:8]=[C:7]([Cl:17])[N:6]=1)=O.[H-].C([Al+]CC(C)C)C(C)C. (3) Given the product [Br:3][C:4]1[C:9]([O:10][C:11]2[CH:12]=[C:13]([CH:16]=[C:17]([Cl:19])[CH:18]=2)[C:14]#[N:15])=[C:8]([F:20])[C:7]([CH2:21][OH:22])=[CH:6][CH:5]=1, predict the reactants needed to synthesize it. The reactants are: [BH4-].[Na+].[Br:3][C:4]1[C:9]([O:10][C:11]2[CH:12]=[C:13]([CH:16]=[C:17]([Cl:19])[CH:18]=2)[C:14]#[N:15])=[C:8]([F:20])[C:7]([CH:21]=[O:22])=[CH:6][CH:5]=1. (4) Given the product [NH2:1][C:2]1[C:3]2[C:10]([C:11]3[CH:20]=[C:19]4[C:14]([CH2:15][CH2:16][CH:17]([C:21]5[CH:26]=[CH:25][CH:24]=[CH:23][CH:22]=5)[O:18]4)=[CH:13][CH:12]=3)=[CH:9][N:8]([C@H:27]3[CH2:30][C@H:29]([OH:31])[CH2:28]3)[C:4]=2[N:5]=[CH:6][N:7]=1, predict the reactants needed to synthesize it. The reactants are: [NH2:1][C:2]1[C:3]2[C:10]([C:11]3[CH:20]=[C:19]4[C:14]([CH2:15][CH2:16][CH:17]([C:21]5[CH:26]=[CH:25][CH:24]=[CH:23][CH:22]=5)[O:18]4)=[CH:13][CH:12]=3)=[CH:9][N:8]([C@@H:27]3[CH2:30][C@H:29]([OH:31])[CH2:28]3)[C:4]=2[N:5]=[CH:6][N:7]=1.C(O)(=O)C1C=CC=CC=1.C1(P(C2C=CC=CC=2)C2C=CC=CC=2)C=CC=CC=1.N(C(OC(C)C)=O)=NC(OC(C)C)=O.C(=O)([O-])[O-].[K+].[K+]. (5) Given the product [F:20][C:12]1[C:11]2[C:16](=[CH:17][C:8]([C:6]3[CH:7]=[C:2]([F:1])[CH:3]=[CH:4][C:5]=3[CH3:19])=[CH:9][CH:10]=2)[CH:15]=[N:14][C:13]=1[NH2:18], predict the reactants needed to synthesize it. The reactants are: [F:1][C:2]1[CH:3]=[CH:4][C:5]([CH3:19])=[C:6]([C:8]2[CH:17]=[C:16]3[C:11]([CH:12]=[C:13]([NH2:18])[N:14]=[CH:15]3)=[CH:10][CH:9]=2)[CH:7]=1.[F:20][B-](F)(F)F.F[B-](F)(F)F.ClC[N+]12CC[N+](F)(CC1)CC2. (6) Given the product [O:1]([C:8]1[CH:13]=[CH:12][C:11]([CH2:14][NH:15][C:16](=[O:25])[C:17]2[CH:22]=[CH:21][C:20]([CH3:23])=[N:19][C:18]=2[NH2:26])=[CH:10][CH:9]=1)[C:2]1[CH:7]=[CH:6][CH:5]=[CH:4][CH:3]=1, predict the reactants needed to synthesize it. The reactants are: [O:1]([C:8]1[CH:13]=[CH:12][C:11]([CH2:14][NH:15][C:16](=[O:25])[C:17]2[CH:22]=[CH:21][C:20]([CH3:23])=[N:19][C:18]=2Cl)=[CH:10][CH:9]=1)[C:2]1[CH:7]=[CH:6][CH:5]=[CH:4][CH:3]=1.[NH3:26]. (7) Given the product [C:9]1([C:2]2[N:3]=[C:4]([NH2:8])[S:5][C:6]=2[CH3:7])[CH2:14][CH2:13][CH2:12][CH2:11][CH:10]=1, predict the reactants needed to synthesize it. The reactants are: Br[C:2]1[N:3]=[C:4]([NH2:8])[S:5][C:6]=1[CH3:7].[C:9]1(B2OC(C)(C)C(C)(C)O2)[CH2:14][CH2:13][CH2:12][CH2:11][CH:10]=1.P([O-])([O-])([O-])=O.[K+].[K+].[K+]. (8) Given the product [O:1]=[C:2]1[N:6]([CH2:12][C:13]([O:15][C:16]([CH3:19])([CH3:18])[CH3:17])=[O:14])[C:5]2[CH:7]=[CH:8][CH:9]=[CH:10][C:4]=2[NH:3]1, predict the reactants needed to synthesize it. The reactants are: [OH:1][C:2]1[NH:3][C:4]2[CH:10]=[CH:9][CH:8]=[CH:7][C:5]=2[N:6]=1.Br[CH2:12][C:13]([O:15][C:16]([CH3:19])([CH3:18])[CH3:17])=[O:14].[H-].[Na+].